Dataset: Reaction yield outcomes from USPTO patents with 853,638 reactions. Task: Predict the reaction yield, written as a fraction of the theoretical maximum amount of product (1.0 means a 100% yield; for example, 0.34 means a 34% yield). (1) The reactants are [NH2:1][C:2]1[S:3][C:4]2[CH:10]=[C:9]([C:11](OCC)=[O:12])[CH:8]=[CH:7][C:5]=2[N:6]=1.[H-].[H-].[H-].[H-].[Li+].[Al+3].O.[OH-].[Na+]. The catalyst is C1COCC1. The product is [NH2:1][C:2]1[S:3][C:4]2[CH:10]=[C:9]([CH2:11][OH:12])[CH:8]=[CH:7][C:5]=2[N:6]=1. The yield is 0.670. (2) The yield is 1.00. The product is [F:11][C:12]1([F:19])[CH2:18][CH2:17][CH2:16][N:15]([C:2]2[N:6]([CH3:7])[N:5]=[CH:4][C:3]=2[N+:8]([O-:10])=[O:9])[CH2:14][CH2:13]1. The reactants are Cl[C:2]1[N:6]([CH3:7])[N:5]=[CH:4][C:3]=1[N+:8]([O-:10])=[O:9].[F:11][C:12]1([F:19])[CH2:18][CH2:17][CH2:16][NH:15][CH2:14][CH2:13]1. No catalyst specified. (3) The reactants are [O:1]([C:8]1[CH:9]=[C:10]([OH:14])[CH:11]=[CH:12][CH:13]=1)[C:2]1[CH:7]=[CH:6][CH:5]=[CH:4][CH:3]=1.[CH2:15]([O:17][C:18](=[O:30])[CH:19]([C:25](OCC)=[O:26])[C:20](OCC)=[O:21])[CH3:16].[Sn](Cl)(Cl)(Cl)Cl. No catalyst specified. The product is [CH2:15]([O:17][C:18]([C:19]1[C:20](=[O:21])[O:14][C:10]2[C:11]([C:25]=1[OH:26])=[CH:12][CH:13]=[C:8]([O:1][C:2]1[CH:3]=[CH:4][CH:5]=[CH:6][CH:7]=1)[CH:9]=2)=[O:30])[CH3:16]. The yield is 0.0440. (4) The yield is 0.740. The catalyst is O. The product is [Br:1][C:2]1[CH:6]=[CH:5][S:4][C:3]=1[CH:7]1[O:11][CH2:10][CH2:9][O:8]1. The reactants are [Br:1][C:2]1[CH:6]=[CH:5][S:4][C:3]=1[CH:7]=[O:8].[CH2:9](O)[CH2:10][OH:11].C1C=CC=CC=1.C1(C)C=CC(S(O)(=O)=O)=CC=1. (5) The reactants are [CH3:1][O:2][C:3]1[CH:9]=[CH:8][C:6]([NH2:7])=[C:5]([CH3:10])[CH:4]=1.[N+:11]([C:14]1[CH:21]=[CH:20][CH:19]=[CH:18][C:15]=1[CH:16]=O)([O-])=O. The catalyst is O1CCCC1. The product is [CH3:1][O:2][C:3]1[CH:9]=[CH:8][C:6]([N:7]2[CH:16]=[C:15]3[C:14]([CH:21]=[CH:20][CH:19]=[CH:18]3)=[N:11]2)=[C:5]([CH3:10])[CH:4]=1. The yield is 0.630. (6) The reactants are F.F.F.C(N(CC)CC)C.[Si]([O:28][CH2:29][C@H:30]1[O:34][C@@H:33]([N:35]2[CH:42]=[C:41]([CH3:43])[C:39](=[O:40])[NH:38][C:36]2=[O:37])[C@H:32]([O:44][CH2:45][CH2:46][O:47][N:48]([CH3:50])[CH3:49])[C@@H:31]1[OH:51])(C(C)(C)C)(C1C=CC=CC=1)C1C=CC=CC=1.CO. The catalyst is C1COCC1.C(Cl)Cl. The product is [CH3:49][N:48]([CH3:50])[O:47][CH2:46][CH2:45][O:44][C@@H:32]1[C@H:31]([OH:51])[C@@H:30]([CH2:29][OH:28])[O:34][C@H:33]1[N:35]1[CH:42]=[C:41]([CH3:43])[C:39](=[O:40])[NH:38][C:36]1=[O:37]. The yield is 0.925. (7) The reactants are [N:1]1([C:6]2[CH:11]=[CH:10][C:9]([C:12]34[CH2:31][CH:16]5[CH2:17][C:18]([NH:20]C(=O)OCC6C=CC=CC=6)([CH2:19]3)[CH:14]([CH2:15]5)[CH2:13]4)=[CH:8][CH:7]=2)[CH:5]=[CH:4][CH:3]=[CH:2]1. The catalyst is CO. The product is [N:1]1([C:6]2[CH:7]=[CH:8][C:9]([C:12]34[CH2:31][CH:16]5[CH2:17][C:18]([NH2:20])([CH2:19]3)[CH:14]([CH2:15]5)[CH2:13]4)=[CH:10][CH:11]=2)[CH:5]=[CH:4][CH:3]=[CH:2]1. The yield is 0.830. (8) The reactants are F[C:2]1[CH:9]=[CH:8][C:5]([C:6]#[N:7])=[CH:4][C:3]=1[CH3:10].[NH:11]1[CH2:16][CH2:15][NH:14][CH2:13][CH2:12]1.O. The catalyst is CS(C)=O. The product is [CH3:10][C:3]1[CH:4]=[C:5]([CH:8]=[CH:9][C:2]=1[N:11]1[CH2:16][CH2:15][NH:14][CH2:13][CH2:12]1)[C:6]#[N:7]. The yield is 0.696. (9) The reactants are [CH:1]([C:4]1[S:5][CH:6]=[C:7]([C:9](OCC)=[O:10])[N:8]=1)([CH3:3])[CH3:2].CC(C[AlH]CC(C)C)C.C(O)(=O)C.C(C(C(C([O-])=O)O)O)([O-])=O.[K+].[Na+]. The catalyst is ClCCl. The product is [CH:1]([C:4]1[S:5][CH:6]=[C:7]([CH:9]=[O:10])[N:8]=1)([CH3:3])[CH3:2]. The yield is 0.400.